Dataset: Forward reaction prediction with 1.9M reactions from USPTO patents (1976-2016). Task: Predict the product of the given reaction. (1) Given the reactants [CH2:1]([O:4][C:5]1[CH:6]=[C:7]([CH:27]=[C:28]([CH3:30])[CH:29]=1)[O:8][CH:9]([C:16]1[CH:21]=[CH:20][C:19]([NH2:22])=[C:18]([CH3:23])[C:17]=1[N+:24]([O-:26])=[O:25])[C:10]1[CH:15]=[CH:14][CH:13]=[CH:12][CH:11]=1)[CH:2]=[CH2:3].[F:31][C:32]1[CH:39]=[C:38]([F:40])[CH:37]=[CH:36][C:33]=1[CH2:34]Br, predict the reaction product. The product is: [CH2:1]([O:4][C:5]1[CH:6]=[C:7]([CH:27]=[C:28]([CH3:30])[CH:29]=1)[O:8][CH:9]([C:16]1[CH:21]=[CH:20][C:19]([NH:22][CH2:34][C:33]2[CH:36]=[CH:37][C:38]([F:40])=[CH:39][C:32]=2[F:31])=[C:18]([CH3:23])[C:17]=1[N+:24]([O-:26])=[O:25])[C:10]1[CH:15]=[CH:14][CH:13]=[CH:12][CH:11]=1)[CH:2]=[CH2:3]. (2) Given the reactants [CH2:1]([O:3][C:4](=[O:15])[C:5](=O)[CH:6](C)[C:7](=O)[C:8]([CH3:11])([CH3:10])[CH3:9])[CH3:2].O.[NH2:17][NH2:18], predict the reaction product. The product is: [CH2:1]([O:3][C:4]([C:5]1[CH:6]=[C:7]([C:8]([CH3:11])([CH3:10])[CH3:9])[NH:18][N:17]=1)=[O:15])[CH3:2]. (3) Given the reactants [C:1]1([C@@H:7]([NH2:19])[CH2:8][O:9][CH2:10][CH2:11][CH2:12][N:13]2[CH2:18][CH2:17][CH2:16][CH2:15][CH2:14]2)[CH:6]=[CH:5][CH:4]=[CH:3][CH:2]=1.[Cl:20][C:21]1[C:29]2[C:24](=[CH:25][C:26]([C:30](O)=[O:31])=[CH:27][CH:28]=2)[NH:23][CH:22]=1, predict the reaction product. The product is: [Cl:20][C:21]1[C:29]2[C:24](=[CH:25][C:26]([C:30]([NH:19][C@H:7]([C:1]3[CH:2]=[CH:3][CH:4]=[CH:5][CH:6]=3)[CH2:8][O:9][CH2:10][CH2:11][CH2:12][N:13]3[CH2:14][CH2:15][CH2:16][CH2:17][CH2:18]3)=[O:31])=[CH:27][CH:28]=2)[NH:23][CH:22]=1. (4) Given the reactants Br[C:2]1[CH:3]=[C:4]([CH:8]2[O:12][CH2:11][CH2:10][O:9]2)[CH:5]=[CH:6][CH:7]=1.[Mg].[F:14][C:15]([F:25])([F:24])[C:16]1[CH:17]=[C:18]([CH:21]=[CH:22][CH:23]=1)[CH:19]=[O:20].[NH4+].[Cl-], predict the reaction product. The product is: [O:9]1[CH2:10][CH2:11][O:12][CH:8]1[C:4]1[CH:3]=[C:2]([CH:19]([C:18]2[CH:21]=[CH:22][CH:23]=[C:16]([C:15]([F:14])([F:24])[F:25])[CH:17]=2)[OH:20])[CH:7]=[CH:6][CH:5]=1.